From a dataset of Full USPTO retrosynthesis dataset with 1.9M reactions from patents (1976-2016). Predict the reactants needed to synthesize the given product. (1) Given the product [C:30]([O:29][C:27]([NH:8][CH:9]1[CH2:15][N:14]([C:16]([O:18][CH2:19][C:20]2[CH:21]=[CH:22][CH:23]=[CH:24][CH:25]=2)=[O:17])[CH2:13][CH2:12][NH:11][C:10]1=[O:26])=[O:28])([CH3:33])([CH3:32])[CH3:31], predict the reactants needed to synthesize it. The reactants are: C(N(CC)CC)C.[NH2:8][CH:9]1[CH2:15][N:14]([C:16]([O:18][CH2:19][C:20]2[CH:25]=[CH:24][CH:23]=[CH:22][CH:21]=2)=[O:17])[CH2:13][CH2:12][NH:11][C:10]1=[O:26].[C:27](O[C:27]([O:29][C:30]([CH3:33])([CH3:32])[CH3:31])=[O:28])([O:29][C:30]([CH3:33])([CH3:32])[CH3:31])=[O:28].O. (2) The reactants are: [Cl:1][C:2]1[C:10]2[C:5](=[CH:6][CH:7]=[CH:8][CH:9]=2)[NH:4][C:3]=1[C:11]#[N:12].Cl.[NH2:14][OH:15].C(=O)([O-])O.[Na+].CO. Given the product [Cl:1][C:2]1[C:10]2[C:5](=[CH:6][CH:7]=[CH:8][CH:9]=2)[NH:4][C:3]=1[C:11]([NH:14][OH:15])=[NH:12], predict the reactants needed to synthesize it. (3) Given the product [F:12][C:13]1[CH:19]=[CH:18][C:16]([N:17]2[CH:4]=[CH:5][CH:6]=[C:7]([C:8]([O:10][CH3:11])=[O:9])[C:2]2=[O:3])=[CH:15][CH:14]=1, predict the reactants needed to synthesize it. The reactants are: O=[C:2]1[C:7]([C:8]([O:10][CH3:11])=[O:9])=[CH:6][CH:5]=[CH:4][O:3]1.[F:12][C:13]1[CH:19]=[CH:18][C:16]([NH2:17])=[CH:15][CH:14]=1.Cl.CN(C)CCCN=C=NCC.O. (4) Given the product [C:27]([C:25]1[CH:24]=[CH:23][C:22]([O:29][CH3:30])=[C:21]([S:18]([NH:17][CH2:16][CH2:15][C:5]2[CH:4]=[CH:3][C:2]([C:50]3[CH:49]=[CH:60][CH:55]=[CH:56][C:61]=3[S:62]([CH3:65])(=[O:64])=[O:63])=[CH:7][C:6]=2[NH:8][CH2:9][C:10]([O:12][CH2:13][CH3:14])=[O:11])(=[O:20])=[O:19])[CH:26]=1)#[N:28], predict the reactants needed to synthesize it. The reactants are: Br[C:2]1[CH:3]=[CH:4][C:5]([CH2:15][CH2:16][NH:17][S:18]([C:21]2[CH:26]=[C:25]([C:27]#[N:28])[CH:24]=[CH:23][C:22]=2[O:29][CH3:30])(=[O:20])=[O:19])=[C:6]([NH:8][CH2:9][C:10]([O:12][CH2:13][CH3:14])=[O:11])[CH:7]=1.CC1(C)C(C)(C)OB(B2OC(C)(C)C(C)(C)O2)O1.[C:49]([O-])(=O)[CH3:50].[K+].Br[C:55]1[CH:60]=CC=C[C:56]=1[CH2:61][S:62]([CH2:65]C1C=CC=CC=1Br)(=[O:64])=[O:63].P([O-])([O-])([O-])=O.[K+].[K+].[K+].